From a dataset of NCI-60 drug combinations with 297,098 pairs across 59 cell lines. Regression. Given two drug SMILES strings and cell line genomic features, predict the synergy score measuring deviation from expected non-interaction effect. (1) Drug 1: C1CCC(C1)C(CC#N)N2C=C(C=N2)C3=C4C=CNC4=NC=N3. Drug 2: CC1=C(C(CCC1)(C)C)C=CC(=CC=CC(=CC(=O)O)C)C. Cell line: SK-MEL-2. Synergy scores: CSS=-3.20, Synergy_ZIP=3.63, Synergy_Bliss=2.92, Synergy_Loewe=-3.20, Synergy_HSA=-3.20. (2) Drug 1: CC1OCC2C(O1)C(C(C(O2)OC3C4COC(=O)C4C(C5=CC6=C(C=C35)OCO6)C7=CC(=C(C(=C7)OC)O)OC)O)O. Drug 2: CCCCC(=O)OCC(=O)C1(CC(C2=C(C1)C(=C3C(=C2O)C(=O)C4=C(C3=O)C=CC=C4OC)O)OC5CC(C(C(O5)C)O)NC(=O)C(F)(F)F)O. Cell line: ACHN. Synergy scores: CSS=51.8, Synergy_ZIP=-2.69, Synergy_Bliss=-2.51, Synergy_Loewe=-1.14, Synergy_HSA=-0.688. (3) Drug 1: CC1=CC2C(CCC3(C2CCC3(C(=O)C)OC(=O)C)C)C4(C1=CC(=O)CC4)C. Drug 2: CNC(=O)C1=NC=CC(=C1)OC2=CC=C(C=C2)NC(=O)NC3=CC(=C(C=C3)Cl)C(F)(F)F. Cell line: RXF 393. Synergy scores: CSS=26.1, Synergy_ZIP=4.96, Synergy_Bliss=6.11, Synergy_Loewe=-21.1, Synergy_HSA=2.63. (4) Drug 1: CCC(=C(C1=CC=CC=C1)C2=CC=C(C=C2)OCCN(C)C)C3=CC=CC=C3.C(C(=O)O)C(CC(=O)O)(C(=O)O)O. Drug 2: C(CC(=O)O)C(=O)CN.Cl. Cell line: OVCAR3. Synergy scores: CSS=12.9, Synergy_ZIP=-3.57, Synergy_Bliss=-2.27, Synergy_Loewe=-3.68, Synergy_HSA=-2.76. (5) Drug 1: CC1C(C(CC(O1)OC2CC(CC3=C2C(=C4C(=C3O)C(=O)C5=C(C4=O)C(=CC=C5)OC)O)(C(=O)C)O)N)O.Cl. Drug 2: CC1C(C(CC(O1)OC2CC(CC3=C2C(=C4C(=C3O)C(=O)C5=CC=CC=C5C4=O)O)(C(=O)C)O)N)O. Cell line: UACC-257. Synergy scores: CSS=48.6, Synergy_ZIP=3.25, Synergy_Bliss=5.95, Synergy_Loewe=-2.47, Synergy_HSA=6.57. (6) Drug 1: C1CCC(C1)C(CC#N)N2C=C(C=N2)C3=C4C=CNC4=NC=N3. Drug 2: CC1=C2C(C(=O)C3(C(CC4C(C3C(C(C2(C)C)(CC1OC(=O)C(C(C5=CC=CC=C5)NC(=O)C6=CC=CC=C6)O)O)OC(=O)C7=CC=CC=C7)(CO4)OC(=O)C)O)C)OC(=O)C. Synergy scores: CSS=42.6, Synergy_ZIP=14.2, Synergy_Bliss=16.5, Synergy_Loewe=-25.4, Synergy_HSA=15.1. Cell line: CCRF-CEM. (7) Drug 1: CC1=C2C(C(=O)C3(C(CC4C(C3C(C(C2(C)C)(CC1OC(=O)C(C(C5=CC=CC=C5)NC(=O)OC(C)(C)C)O)O)OC(=O)C6=CC=CC=C6)(CO4)OC(=O)C)OC)C)OC. Drug 2: C1=NNC2=C1C(=O)NC=N2. Cell line: 786-0. Synergy scores: CSS=54.4, Synergy_ZIP=6.28, Synergy_Bliss=6.05, Synergy_Loewe=-19.3, Synergy_HSA=6.51. (8) Drug 1: CC1C(C(CC(O1)OC2CC(OC(C2O)C)OC3=CC4=CC5=C(C(=O)C(C(C5)C(C(=O)C(C(C)O)O)OC)OC6CC(C(C(O6)C)O)OC7CC(C(C(O7)C)O)OC8CC(C(C(O8)C)O)(C)O)C(=C4C(=C3C)O)O)O)O. Drug 2: CN(CCCl)CCCl.Cl. Cell line: SF-539. Synergy scores: CSS=54.9, Synergy_ZIP=-0.0361, Synergy_Bliss=5.62, Synergy_Loewe=-23.9, Synergy_HSA=-0.328.